This data is from Full USPTO retrosynthesis dataset with 1.9M reactions from patents (1976-2016). The task is: Predict the reactants needed to synthesize the given product. (1) The reactants are: [Cl:1][C:2]1[C:3]([N+:10]([O-:12])=[O:11])=[CH:4][C:5]([CH3:9])=[C:6]([NH2:8])[CH:7]=1.[C:13](Cl)(=[O:20])[C:14]1[CH:19]=[CH:18][CH:17]=[CH:16][CH:15]=1. Given the product [Cl:1][C:2]1[C:3]([N+:10]([O-:12])=[O:11])=[CH:4][C:5]([CH3:9])=[C:6]([NH:8][C:13](=[O:20])[C:14]2[CH:19]=[CH:18][CH:17]=[CH:16][CH:15]=2)[CH:7]=1, predict the reactants needed to synthesize it. (2) Given the product [Br:1][CH2:2][CH2:3][C:4]1[CH:9]=[CH:8][CH:7]=[C:6]([O:10][C:4]([CH3:5])([CH3:9])[CH3:3])[CH:5]=1, predict the reactants needed to synthesize it. The reactants are: [Br:1][CH2:2][CH2:3][C:4]1[CH:5]=[C:6]([OH:10])[CH:7]=[CH:8][CH:9]=1. (3) Given the product [Br:1][C:2]1[CH:6]=[CH:5][S:4][C:3]=1[C:7]([N:9]([C:10]1[CH:15]=[CH:14][C:13]([O:16][CH3:17])=[CH:12][C:11]=1[F:18])[C:19](=[O:20])[O:21][C:22]([CH3:25])([CH3:24])[CH3:23])=[O:8], predict the reactants needed to synthesize it. The reactants are: [Br:1][C:2]1[CH:6]=[CH:5][S:4][C:3]=1[C:7]([NH:9][C:10]1[CH:15]=[CH:14][C:13]([O:16][CH3:17])=[CH:12][C:11]=1[F:18])=[O:8].[C:19](O[C:19]([O:21][C:22]([CH3:25])([CH3:24])[CH3:23])=[O:20])([O:21][C:22]([CH3:25])([CH3:24])[CH3:23])=[O:20]. (4) Given the product [CH3:1][O:2][C:3]1[CH:8]=[CH:7][CH:6]=[C:5]([O:9][CH3:10])[C:4]=1[CH:11]1[N:12]([CH2:23][C:24]2[CH:29]=[CH:28][C:27]([O:30][C:31]([F:32])([F:33])[F:34])=[CH:26][CH:25]=2)[C:13](=[O:22])[C:14](=[O:21])[CH2:15]1, predict the reactants needed to synthesize it. The reactants are: [CH3:1][O:2][C:3]1[CH:8]=[CH:7][CH:6]=[C:5]([O:9][CH3:10])[C:4]=1[CH:11]1[CH:15](C(OCC)=O)[C:14](=[O:21])[C:13](=[O:22])[N:12]1[CH2:23][C:24]1[CH:29]=[CH:28][C:27]([O:30][C:31]([F:34])([F:33])[F:32])=[CH:26][CH:25]=1.[Na+].[Cl-]. (5) Given the product [O:1]([C:8]1[CH:9]=[C:10]([C:14]23[CH2:19][CH2:18][C:17]([CH:16]=[O:15])([CH2:20][CH2:21]2)[O:25][CH2:24]3)[CH:11]=[CH:12][CH:13]=1)[C:2]1[CH:3]=[CH:4][CH:5]=[CH:6][CH:7]=1, predict the reactants needed to synthesize it. The reactants are: [O:1]([C:8]1[CH:9]=[C:10]([C:14]23[CH2:21][CH2:20][C:17](CO)([CH2:18][CH2:19]2)[CH2:16][O:15]3)[CH:11]=[CH:12][CH:13]=1)[C:2]1[CH:7]=[CH:6][CH:5]=[CH:4][CH:3]=1.[C:24]([O-])(O)=[O:25].[Na+].CC(OI1(OC(C)=O)(OC(C)=O)OC(=O)C2C=CC=CC1=2)=O.